The task is: Predict the reaction yield, written as a fraction of the theoretical maximum amount of product (1.0 means a 100% yield; for example, 0.34 means a 34% yield).. This data is from Reaction yield outcomes from USPTO patents with 853,638 reactions. (1) The yield is 0.500. The reactants are [F:1][C:2]1[CH:3]=[CH:4][C:5]2[O:9][C:8]([CH:10]=[O:11])=[C:7]([CH2:12][O:13][CH2:14][CH2:15][O:16][CH3:17])[C:6]=2[CH:18]=1.[CH:19]1([Mg]Br)[CH2:24][CH2:23][CH2:22][CH2:21][CH2:20]1.[Cl-].[NH4+].C[N+]1([O-])CCOCC1. The catalyst is O1CCCC1.[Ru]([O-])(=O)(=O)=O.C([N+](CCC)(CCC)CCC)CC.C(#N)C. The product is [CH:19]1([C:10]([C:8]2[O:9][C:5]3[CH:4]=[CH:3][C:2]([F:1])=[CH:18][C:6]=3[C:7]=2[CH2:12][O:13][CH2:14][CH2:15][O:16][CH3:17])=[O:11])[CH2:24][CH2:23][CH2:22][CH2:21][CH2:20]1. (2) The reactants are Br[C:2]1[CH:7]=[CH:6][C:5]([C:8]([OH:11])([CH3:10])[CH3:9])=[C:4]([F:12])[CH:3]=1.[CH:13]1([CH:18]([OH:21])[CH:19]=[CH2:20])[CH2:17][CH2:16][CH2:15][CH2:14]1.C([O-])(O)=O.[Na+]. The catalyst is CN1C(=O)CCC1.[NH4+].[Cl-].Cl[Pd](Cl)([P](C1C=CC=CC=1)(C1C=CC=CC=1)C1C=CC=CC=1)[P](C1C=CC=CC=1)(C1C=CC=CC=1)C1C=CC=CC=1. The product is [CH:13]1([C:18](=[O:21])[CH2:19][CH2:20][C:2]2[CH:7]=[CH:6][C:5]([C:8]([OH:11])([CH3:10])[CH3:9])=[C:4]([F:12])[CH:3]=2)[CH2:17][CH2:16][CH2:15][CH2:14]1. The yield is 0.360. (3) The reactants are [NH2:1][C@H:2]([C:7]([OH:9])=[O:8])[CH2:3][C:4](=[O:6])[NH2:5].C(=O)([O-])[O-].[Na+].[Na+].O1CCOCC1.[C:22]([O:26][C:27](O[C:27]([O:26][C:22]([CH3:25])([CH3:24])[CH3:23])=[O:28])=[O:28])([CH3:25])([CH3:24])[CH3:23]. The catalyst is O. The product is [C:22]([O:26][C:27]([NH:1][C@H:2]([C:7]([OH:9])=[O:8])[CH2:3][C:4](=[O:6])[NH2:5])=[O:28])([CH3:25])([CH3:24])[CH3:23]. The yield is 0.910. (4) The reactants are [Cl:1][C:2]1[CH:7]=[CH:6][C:5]([N+:8]([O-])=O)=[CH:4][C:3]=1[N:11]1[CH2:20][C:19]2[C:14](=[N:15][C:16]([S:21]([CH3:24])(=[O:23])=[O:22])=[N:17][CH:18]=2)[N:13]([CH3:25])[C:12]1=[O:26].[H][H]. The catalyst is O1CCCC1. The product is [NH2:8][C:5]1[CH:6]=[CH:7][C:2]([Cl:1])=[C:3]([N:11]2[CH2:20][C:19]3[C:14](=[N:15][C:16]([S:21]([CH3:24])(=[O:22])=[O:23])=[N:17][CH:18]=3)[N:13]([CH3:25])[C:12]2=[O:26])[CH:4]=1. The yield is 0.980. (5) The reactants are O=C[C@@H]([C@H]([C@@H]([C@@H](CO)O)O)O)O.C1C=[N+]([C@@H]2O[C@H](COP(OP(OC[C@H]3O[C@@H](N4C5N=CN=C(N)C=5N=C4)[C@H](OP(O)(O)=O)[C@@H]3O)(O)=O)(O)=O)[C@@H](O)[C@H]2O)C=C(C(N)=O)C=1.[Cl:61][CH2:62][C:63](=[O:70])[CH2:64][C:65]([O:67][CH2:68][CH3:69])=[O:66].[OH-].[Na+]. The catalyst is O.C(OCCCC)(=O)C. The product is [Cl:61][CH2:62][C@@H:63]([OH:70])[CH2:64][C:65]([O:67][CH2:68][CH3:69])=[O:66]. The yield is 0.874. (6) The reactants are FC(F)(F)S(O[C:7]1[CH:12]=[CH:11][C:10]([C:13]2[CH:18]=[CH:17][C:16]([C:19]3([C:22]([O:24][CH3:25])=[O:23])[CH2:21][CH2:20]3)=[CH:15][CH:14]=2)=[CH:9][CH:8]=1)(=O)=O.[CH3:43][C:38]1([CH3:44])[C:39]([CH3:42])([CH3:41])[O:40][B:36]([B:36]2[O:40][C:39]([CH3:42])([CH3:41])[C:38]([CH3:44])([CH3:43])[O:37]2)[O:37]1.C([O-])(=O)C.[K+].O1CCOCC1. The catalyst is CCOC(C)=O.C1C=CC(P(C2C=CC=CC=2)[C-]2C=CC=C2)=CC=1.C1C=CC(P(C2C=CC=CC=2)[C-]2C=CC=C2)=CC=1.Cl[Pd]Cl.[Fe+2]. The product is [CH3:25][O:24][C:22]([C:19]1([C:16]2[CH:17]=[CH:18][C:13]([C:10]3[CH:11]=[CH:12][C:7]([B:36]4[O:37][C:38]([CH3:43])([CH3:44])[C:39]([CH3:41])([CH3:42])[O:40]4)=[CH:8][CH:9]=3)=[CH:14][CH:15]=2)[CH2:21][CH2:20]1)=[O:23]. The yield is 0.780.